This data is from Forward reaction prediction with 1.9M reactions from USPTO patents (1976-2016). The task is: Predict the product of the given reaction. (1) Given the reactants [Li].[C:2]([C:6]1[CH:14]=[CH:13][C:9]([C:10]([OH:12])=[O:11])=[C:8]([CH3:15])[CH:7]=1)([CH3:5])([CH3:4])[CH3:3].[C:16](=O)([O:19]C)[O:17]C, predict the reaction product. The product is: [C:2]([C:6]1[CH:14]=[CH:13][C:9]([C:10]([OH:12])=[O:11])=[C:8]([CH2:15][C:16]([OH:19])=[O:17])[CH:7]=1)([CH3:5])([CH3:4])[CH3:3]. (2) Given the reactants [F:1][C:2]1[CH:3]=[C:4]([NH:34][C:35]([C:37]2[C:42](=[O:43])[N:41]([C:44]3[CH:49]=[CH:48][C:47]([F:50])=[CH:46][CH:45]=3)[CH:40]=[CH:39][N:38]=2)=[O:36])[CH:5]=[CH:6][C:7]=1[O:8][C:9]1[CH:14]=[CH:13][N:12]=[C:11]2[N:15]([CH2:25][C:26]3[CH:31]=[CH:30][C:29]([O:32][CH3:33])=[CH:28][CH:27]=3)[N:16]=[C:17]([CH2:18][CH:19]3[CH2:24][CH2:23][NH:22][CH2:21][CH2:20]3)[C:10]=12.[CH:51](=O)[CH3:52].C(O)(=O)C.[BH-](OC(C)=O)(OC(C)=O)OC(C)=O.[Na+], predict the reaction product. The product is: [CH3:33][O:32][C:29]1[CH:28]=[CH:27][C:26]([CH2:25][N:15]2[C:11]3=[N:12][CH:13]=[CH:14][C:9]([O:8][C:7]4[CH:6]=[CH:5][C:4]([NH:34][C:35]([C:37]5[C:42](=[O:43])[N:41]([C:44]6[CH:49]=[CH:48][C:47]([F:50])=[CH:46][CH:45]=6)[CH:40]=[CH:39][N:38]=5)=[O:36])=[CH:3][C:2]=4[F:1])=[C:10]3[C:17]([CH2:18][CH:19]3[CH2:24][CH2:23][N:22]([CH2:51][CH3:52])[CH2:21][CH2:20]3)=[N:16]2)=[CH:31][CH:30]=1. (3) Given the reactants [H-].[Na+].Br[CH2:4][CH:5]([O:18][C:19](=[O:21])[CH3:20])[CH2:6][C:7]1[C:16]([OH:17])=[CH:15][CH:14]=[C:13]2[C:8]=1[CH:9]=[CH:10][CH:11]=[N:12]2, predict the reaction product. The product is: [C:19]([O:18][CH:5]1[CH2:4][O:17][C:16]2[C:7](=[C:8]3[C:13](=[CH:14][CH:15]=2)[N:12]=[CH:11][CH:10]=[CH:9]3)[CH2:6]1)(=[O:21])[CH3:20]. (4) Given the reactants [C:1]1(/[C:7](/[CH2:37][CH3:38])=[C:8](\[C:24]2[CH:29]=[CH:28][C:27](/[CH:30]=[CH:31]/[C:32]([O:34][CH2:35][CH3:36])=[O:33])=[CH:26][CH:25]=2)/[C:9]2[CH:10]=[C:11]3[C:15](=[CH:16][CH:17]=2)[N:14](C2CCCCO2)[N:13]=[CH:12]3)[CH:6]=[CH:5][CH:4]=[CH:3][CH:2]=1, predict the reaction product. The product is: [NH:14]1[C:15]2[C:11](=[CH:10][C:9](/[C:8](/[C:24]3[CH:25]=[CH:26][C:27](/[CH:30]=[CH:31]/[C:32]([O:34][CH2:35][CH3:36])=[O:33])=[CH:28][CH:29]=3)=[C:7](/[C:1]3[CH:6]=[CH:5][CH:4]=[CH:3][CH:2]=3)\[CH2:37][CH3:38])=[CH:17][CH:16]=2)[CH:12]=[N:13]1. (5) Given the reactants [CH2:1]([C:3]1[O:4][C:5]2[C:11](=[O:12])[CH:10]=[CH:9][C:8](=[O:13])[C:6]=2[N:7]=1)[CH3:2].[NH2:14][C:15]1[CH:20]=[CH:19][CH:18]=[CH:17][CH:16]=1, predict the reaction product. The product is: [NH:14]([C:9]1[C:8](=[O:13])[C:6]2[N:7]=[C:3]([CH2:1][CH3:2])[O:4][C:5]=2[C:11](=[O:12])[CH:10]=1)[C:15]1[CH:20]=[CH:19][CH:18]=[CH:17][CH:16]=1. (6) Given the reactants [O:1]=[C:2]1[C:11]([CH:12]=[CH2:13])=[C:10]([C:14]([OH:16])=[O:15])[C:9]2[C:4](=[CH:5][CH:6]=[CH:7][CH:8]=2)[NH:3]1.[N+](=[CH2:19])=[N-].C(O)(=O)C, predict the reaction product. The product is: [CH3:19][O:15][C:14]([C:10]1[C:9]2[C:4](=[CH:5][CH:6]=[CH:7][CH:8]=2)[NH:3][C:2](=[O:1])[C:11]=1[CH:12]=[CH2:13])=[O:16]. (7) Given the reactants [OH-].[Na+].[CH3:3][CH:4]([S:6]([C:9]1[CH:10]=[C:11]2[C:16](=[CH:17][CH:18]=1)[N:15]=[C:14]([C:19]1[CH:24]=[CH:23][CH:22]=[C:21]([C:25]([F:28])([F:27])[F:26])[CH:20]=1)[C:13]([CH2:29][N:30]1[CH2:35][CH2:34][C:33](=[O:36])[CH:32]([CH3:37])[CH2:31]1)=[C:12]2[C:38]([O:40]C)=[O:39])(=[O:8])=[O:7])[CH3:5], predict the reaction product. The product is: [CH3:5][CH:4]([S:6]([C:9]1[CH:10]=[C:11]2[C:16](=[CH:17][CH:18]=1)[N:15]=[C:14]([C:19]1[CH:24]=[CH:23][CH:22]=[C:21]([C:25]([F:28])([F:27])[F:26])[CH:20]=1)[C:13]([CH2:29][N:30]1[CH2:35][CH2:34][C:33](=[O:36])[CH:32]([CH3:37])[CH2:31]1)=[C:12]2[C:38]([OH:40])=[O:39])(=[O:7])=[O:8])[CH3:3]. (8) The product is: [C:61]([O:60][C:59](=[O:65])[NH:58][C:48]1[CH:49]=[CH:50][C:51]([C:53]2[CH:57]=[CH:56][S:55][CH:54]=2)=[CH:52][C:47]=1[NH:46][C:20](=[O:21])[C:19]1[CH:23]=[CH:24][C:16]([CH:6]([CH2:5][NH:4][C:1](=[O:3])[CH3:2])[C:7]([NH:9][C:10]2[CH:15]=[CH:14][CH:13]=[CH:12][CH:11]=2)=[O:8])=[CH:17][CH:18]=1)([CH3:62])([CH3:64])[CH3:63]. Given the reactants [C:1]([NH:4][CH2:5][CH:6]([C:16]1[CH:24]=[CH:23][C:19]([C:20](O)=[O:21])=[CH:18][CH:17]=1)[C:7]([NH:9][C:10]1[CH:15]=[CH:14][CH:13]=[CH:12][CH:11]=1)=[O:8])(=[O:3])[CH3:2].CCN=C=NCCCN(C)C.C1C=CC2N(O)N=NC=2C=1.[NH2:46][C:47]1[CH:52]=[C:51]([C:53]2[CH:57]=[CH:56][S:55][CH:54]=2)[CH:50]=[CH:49][C:48]=1[NH:58][C:59](=[O:65])[O:60][C:61]([CH3:64])([CH3:63])[CH3:62], predict the reaction product.